From a dataset of Forward reaction prediction with 1.9M reactions from USPTO patents (1976-2016). Predict the product of the given reaction. (1) Given the reactants [Cl:1][C:2]1[C:7]([C:8](O)=[O:9])=[CH:6][C:5]([F:11])=[CH:4][N:3]=1.C(Cl)(=O)C(Cl)=O.C[N:19](C=O)C.C(OCC)(=O)C, predict the reaction product. The product is: [Cl:1][C:2]1[C:7]([C:8]([NH2:19])=[O:9])=[CH:6][C:5]([F:11])=[CH:4][N:3]=1. (2) The product is: [NH2:12][NH2:13].[C:2]([O-:5])(=[O:4])[CH3:3].[Cu+2:6].[C:7]([O-:10])(=[O:9])[CH3:8]. Given the reactants O.[C:2]([O-:5])(=[O:4])[CH3:3].[Cu+2:6].[C:7]([O-:10])(=[O:9])[CH3:8].O.[NH2:12][NH2:13], predict the reaction product. (3) Given the reactants [NH:1]1[C:9]2[C:4](=[CH:5][CH:6]=[CH:7][CH:8]=2)[C:3]2([C:13]3[CH:14]=[CH:15][C:16]4[O:17][CH2:18][CH2:19][O:20][C:21]=4[C:12]=3[O:11][CH2:10]2)[C:2]1=[O:22].[NH:23]1[C:31]2[C:26](=CC=C[CH:30]=2)[C:25]2([C:43]3[C:34](=CC4OCCOC=4C=3)OC2)C1=O.Br.BrCC1C=CC=CN=1.BrCC1N=CC=CC=1C(OCC)=O, predict the reaction product. The product is: [N:23]1[CH:34]=[CH:43][CH:25]=[CH:26][C:31]=1[CH2:30][N:1]1[C:9]2[C:4](=[CH:5][CH:6]=[CH:7][CH:8]=2)[C:3]2([C:13]3[CH:14]=[CH:15][C:16]4[O:17][CH2:18][CH2:19][O:20][C:21]=4[C:12]=3[O:11][CH2:10]2)[C:2]1=[O:22]. (4) Given the reactants [OH-].[K+].[CH3:3][O:4][C:5]1[CH:13]=[CH:12][CH:11]=[C:10]2[C:6]=1[C:7]([NH2:14])=[N:8][NH:9]2.ClC1SC(S(NC2C3C(=CC=CC=3OC)N(CC3C=CC(CNC(=O)OC(C)(C)C)=CC=3)N=2)(=O)=O)=CC=1.Cl[CH2:53][C:54]1[CH:59]=[CH:58][C:57]([O:60][CH3:61])=[C:56]([O:62][CH3:63])[CH:55]=1, predict the reaction product. The product is: [CH3:63][O:62][C:56]1[CH:55]=[C:54]([CH2:53][N:9]2[C:10]3[C:6](=[C:5]([O:4][CH3:3])[CH:13]=[CH:12][CH:11]=3)[C:7]([NH2:14])=[N:8]2)[CH:59]=[CH:58][C:57]=1[O:60][CH3:61]. (5) Given the reactants [NH2:1][C:2]1[CH:10]=[C:9]2[C:5]([C:6]([C:21]([NH:23][CH2:24][C:25]3[CH:30]=[CH:29][C:28]([F:31])=[C:27]([F:32])[CH:26]=3)=[O:22])=[C:7]([CH:18]([CH3:20])[CH3:19])[N:8]2[CH2:11][C:12]2[CH:17]=[CH:16][CH:15]=[CH:14][CH:13]=2)=[CH:4][CH:3]=1.Br[CH2:34][CH2:35][CH2:36][C:37](OCC)=[O:38], predict the reaction product. The product is: [CH2:11]([N:8]1[C:9]2[C:5](=[CH:4][CH:3]=[C:2]([N:1]3[CH2:34][CH2:35][CH2:36][C:37]3=[O:38])[CH:10]=2)[C:6]([C:21]([NH:23][CH2:24][C:25]2[CH:30]=[CH:29][C:28]([F:31])=[C:27]([F:32])[CH:26]=2)=[O:22])=[C:7]1[CH:18]([CH3:19])[CH3:20])[C:12]1[CH:13]=[CH:14][CH:15]=[CH:16][CH:17]=1.